From a dataset of Experimentally validated miRNA-target interactions with 360,000+ pairs, plus equal number of negative samples. Binary Classification. Given a miRNA mature sequence and a target amino acid sequence, predict their likelihood of interaction. (1) The protein sequence of the target gene is MAILPLLLCLLPLAPASSPPQSATPSPCPRRCRCQTQSLPLSVLCPGAGLLFVPPSLDRRAAELRLADNFIASVRRRDLANMTGLLHLSLSRNTIRHVAAGAFADLRALRALHLDGNRLTSLGEGQLRGLVNLRHLILSNNQLAALAAGALDDCAETLEDLDLSYNNLEQLPWEALGRLGNVNTLGLDHNLLASVPAGAFSRLHKLARLDMTSNRLTTIPPDPLFSRLPLLARPRGSPASALVLAFGGNPLHCNCELVWLRRLAREDDLEACASPPALGGRYFWAVGEEEFVCEPPVVTH.... The miRNA is hsa-miR-4265 with sequence CUGUGGGCUCAGCUCUGGG. Result: 0 (no interaction). (2) Result: 0 (no interaction). The miRNA is hsa-miR-3925-3p with sequence ACUCCAGUUUUAGUUCUCUUG. The protein sequence of the target gene is MAKQYDSVECPFCDEVTKYEKLAKIGQGTFGEVFKAKHRQTGQKVALKKVLMENEKEGFPITALREIKILQLLKHENVVNLIEICRTKASPYNRCKGSIYLVFDFCEHDLAGLLSNVLVKFTLSEIKRVMQMLLNGLYYIHRNKILHRDMKAANVLITRDGVLKLADFGLARAFSLAKNSQPNRYTNRVVTLWYRPPELLLGERDYGPPIDLWGAGCIMAEMWTRSPIMQGNTEQHQLALISQLCGSITPEVWPNVDKYELFEKLELVKGQKRKVKDRLKAYVRDPYALDLIDKLLVLDP.... (3) The miRNA is hsa-miR-1277-5p with sequence AAAUAUAUAUAUAUAUGUACGUAU. The protein sequence of the target gene is MAVLPGPLQLLGVLLTISLSSIRLIQAGAYYGIKPLPPQIPPQMPPQIPQYQPLGQQVPHMPLAKDGLAMGKEMPHLQYGKEYPHLPQYMKEIQPAPRMGKEAVPKKGKEIPLASLRGEQGPRGEPGPRGPPGPPGLPGHGIPGIKGKPGPQGYPGVGKPGMPGMPGKPGAMGMPGAKGEIGQKGEIGPMGIPGPQGPPGPHGLPGIGKPGGPGLPGQPGPKGDRGPKGLPGPQGLRGPKGDKGFGMPGAPGVKGPPGMHGPPGPVGLPGVGKPGVTGFPGPQGPLGKPGAPGEPGPQGP.... Result: 1 (interaction). (4) The miRNA is rno-miR-25-3p with sequence CAUUGCACUUGUCUCGGUCUGA. The protein sequence of the target gene is MAKLLSCVLGPRLYKIYRERDSERAPASVPETPTAVTAPHSSSWDTYYQPRALEKHADSILALASVFWSISYYSSPFAFFYLYRKGYLSLSKVVPFSHYAGTLLLLLAGVACLRGIGRWTNPQYRQFITILEATHRNQSSENKRQLANYNFDFRSWPVDFHWEEPSSRKESRGGPSRRGVALLRPEPLHRGTADTLLNRVKKLPCQITSYLVAHTLGRRMLYPGSVYLLQKALMPVLLQGQARLVEECNGRRAKLLACDGNEIDTMFVDRRGTAEPQGQKLVICCEGNAGFYEVGCVSTP.... Result: 0 (no interaction). (5) The miRNA is mmu-miR-124-3p with sequence UAAGGCACGCGGUGAAUGCC. The protein sequence of the target gene is MIATGALLRVLLLLLAFGHSTYGAECDPPCDPQYGFCEADNVCRCHVGWEGPLCDKCVTAPGCVNGVCKEPWQCICKDGWDGKFCEIDVRACTSTPCANNGTCVDLEKGQYECSCTPGFSGKDCQHKAGPCVINGSPCQHGGACVDDEGQASHASCLCPPGFSGNFCEIVAATNSCTPNPCENDGVCTDIGGDFRCRCPAGFVDKTCSRPVSNCASGPCQNGGTCLQHTQVSFECLCKPPFMGPTCAKKRGASPVQVTHLPSGYGLTYRLTPGVHELPVQQPEQHILKVSMKELNKSTPL.... Result: 1 (interaction). (6) The miRNA is hsa-miR-4635 with sequence UCUUGAAGUCAGAACCCGCAA. The protein sequence of the target gene is MALQRTHSLLLLLLLTLLGLGLVQPSYGQDGMYQRFLRQHVHPEETGGSDRYCNLMMQRRKMTLYHCKRFNTFIHEDIWNIRSICSTTNIQCKNGKMNCHEGVVKVTDCRDTGSSRAPNCRYRAIASTRRVVIACEGNPQVPVHFDG. Result: 0 (no interaction).